Task: Predict the product of the given reaction.. Dataset: Forward reaction prediction with 1.9M reactions from USPTO patents (1976-2016) (1) The product is: [Cl:12][C:3]1[C:2]([NH:1][C:17](=[O:22])[C:18]([CH3:21])([CH3:20])[CH3:19])=[CH:7][CH:6]=[C:5]([C:8]([F:9])([F:11])[F:10])[N:4]=1. Given the reactants [NH2:1][C:2]1[C:3]([Cl:12])=[N:4][C:5]([C:8]([F:11])([F:10])[F:9])=[CH:6][CH:7]=1.C(Cl)(Cl)Cl.[C:17](Cl)(=[O:22])[C:18]([CH3:21])([CH3:20])[CH3:19].C(N(CC)CC)C, predict the reaction product. (2) Given the reactants [Cl:1][C:2]1[CH:3]=[C:4]2[C:8](=[CH:9][CH:10]=1)[N:7]([C:11]1[N:15]([CH3:16])[N:14]=[C:13]([CH3:17])[C:12]=1[CH2:18][NH2:19])[CH:6]=[CH:5]2.[CH2:20]([S:25]([NH2:28])(=[O:27])=[O:26])[CH2:21][CH2:22][CH2:23][CH3:24].N12CCCN=C1CCCCC2.Cl.CN(C)[CH:43]=[O:44], predict the reaction product. The product is: [Cl:1][C:2]1[CH:3]=[C:4]2[C:8](=[CH:9][CH:10]=1)[N:7]([C:11]1[N:15]([CH3:16])[N:14]=[C:13]([CH3:17])[C:12]=1[CH2:18][NH:19][C:43]([NH:28][S:25]([CH2:20][CH2:21][CH2:22][CH2:23][CH3:24])(=[O:27])=[O:26])=[O:44])[CH:6]=[CH:5]2. (3) Given the reactants [N:1]1([CH:10]2[CH2:15][CH2:14][N:13]([C:16]([O:18][C:19]([CH3:22])([CH3:21])[CH3:20])=[O:17])[CH2:12][CH2:11]2)[C:9]2[C:4](=[CH:5][CH:6]=[CH:7][CH:8]=2)[CH2:3][CH2:2]1.[Br:23]N1C(=O)CCC1=O, predict the reaction product. The product is: [Br:23][C:6]1[CH:5]=[C:4]2[C:9](=[CH:8][CH:7]=1)[N:1]([CH:10]1[CH2:15][CH2:14][N:13]([C:16]([O:18][C:19]([CH3:22])([CH3:21])[CH3:20])=[O:17])[CH2:12][CH2:11]1)[CH2:2][CH2:3]2. (4) Given the reactants Br[C:2]1[CH:7]=[CH:6][N:5]2[C:8](=[O:15])[N:9]([CH2:11][CH:12]([CH3:14])[CH3:13])[N:10]=[C:4]2[C:3]=1I.[CH2:17]([O:19][C:20]1[CH:25]=[CH:24][C:23](B(O)O)=[CH:22][CH:21]=1)[CH3:18].C([O-])([O-])=O.[K+].[K+].O1[CH2:40][CH2:39][O:38][CH2:37][CH2:36]1, predict the reaction product. The product is: [CH2:17]([O:19][C:20]1[CH:25]=[CH:24][C:23]([C:2]2[CH:7]=[CH:6][N:5]3[C:8](=[O:15])[N:9]([CH2:11][CH:12]([CH3:14])[CH3:13])[N:10]=[C:4]3[C:3]=2[C:2]2[CH:3]=[CH:4][C:37]([O:38][CH2:39][CH3:40])=[CH:36][CH:7]=2)=[CH:22][CH:21]=1)[CH3:18]. (5) Given the reactants FC(F)(F)S(O[C:7]1[C:11]2[CH2:12][N:13]([C:16](=[O:25])[NH:17][C:18]3[CH:23]=[CH:22][CH:21]=[C:20]([Cl:24])[CH:19]=3)[CH2:14][CH2:15][C:10]=2[NH:9][N:8]=1)(=O)=O.[F:28][C:29]1[CH:30]=[C:31](B(O)O)[CH:32]=[CH:33][CH:34]=1.[O-]P([O-])([O-])=O.[K+].[K+].[K+].O, predict the reaction product. The product is: [Cl:24][C:20]1[CH:19]=[C:18]([NH:17][C:16]([N:13]2[CH2:14][CH2:15][C:10]3[NH:9][N:8]=[C:7]([C:33]4[CH:32]=[CH:31][CH:30]=[C:29]([F:28])[CH:34]=4)[C:11]=3[CH2:12]2)=[O:25])[CH:23]=[CH:22][CH:21]=1. (6) The product is: [Cl:8][C:5]1[CH:4]=[C:3]([F:9])[C:2]([Cl:1])=[CH:7][C:6]=1[S:10]([OH:13])(=[O:12])=[O:11]. Given the reactants [Cl:1][C:2]1[CH:7]=[CH:6][C:5]([Cl:8])=[CH:4][C:3]=1[F:9].[S:10](=O)(=[O:13])([OH:12])[OH:11], predict the reaction product. (7) Given the reactants C(O)C.O1CCCC1.[O:9]1[CH2:13][CH2:12][O:11][CH:10]1[C:14]1[CH:15]=[CH:16][C:17]([CH:20]=[O:21])=[N:18][CH:19]=1.[BH4-].[Na+], predict the reaction product. The product is: [O:9]1[CH2:13][CH2:12][O:11][CH:10]1[C:14]1[CH:15]=[CH:16][C:17]([CH2:20][OH:21])=[N:18][CH:19]=1.